From a dataset of Forward reaction prediction with 1.9M reactions from USPTO patents (1976-2016). Predict the product of the given reaction. (1) Given the reactants Br[C:2]1[CH:3]=[C:4]([CH:25]=[CH:26][N:27]=1)[C:5]([NH:7][C:8]1[S:9][C:10]2[C:16]([N:17]3[CH2:22][CH2:21][O:20][CH2:19][CH2:18]3)=[CH:15][CH:14]=[C:13]([O:23][CH3:24])[C:11]=2[N:12]=1)=[O:6].C(=O)([O-])[O-].[Cs+].[Cs+].[C:34]1([CH2:40][CH2:41][NH2:42])[CH:39]=[CH:38][CH:37]=[CH:36][CH:35]=1, predict the reaction product. The product is: [CH3:24][O:23][C:13]1[C:11]2[N:12]=[C:8]([NH:7][C:5](=[O:6])[C:4]3[CH:25]=[CH:26][N:27]=[C:2]([NH:42][CH2:41][CH2:40][C:34]4[CH:39]=[CH:38][CH:37]=[CH:36][CH:35]=4)[CH:3]=3)[S:9][C:10]=2[C:16]([N:17]2[CH2:22][CH2:21][O:20][CH2:19][CH2:18]2)=[CH:15][CH:14]=1. (2) Given the reactants Cl.[NH2:2][CH2:3][C:4]([O:6][CH2:7][CH3:8])=[O:5].[CH3:9][C:10]([CH3:12])=O.C(O[BH-](OC(=O)C)OC(=O)C)(=O)C.[Na+].[OH-].[Na+], predict the reaction product. The product is: [CH:10]([NH:2][CH2:3][C:4]([O:6][CH2:7][CH3:8])=[O:5])([CH3:12])[CH3:9]. (3) Given the reactants ClCCl.[F:4][C:5]1[CH:10]=[CH:9][C:8]([C:11]2(O)[CH2:16][CH2:15][N:14]([C:17]([O:19][C:20]([CH3:23])([CH3:22])[CH3:21])=[O:18])[CH:13]([CH3:24])[CH2:12]2)=[CH:7][CH:6]=1.NS(F)(F)[F:28].C(=O)([O-])[O-].[Na+].[Na+], predict the reaction product. The product is: [F:28][C:11]1([C:8]2[CH:9]=[CH:10][C:5]([F:4])=[CH:6][CH:7]=2)[CH2:16][CH2:15][N:14]([C:17]([O:19][C:20]([CH3:23])([CH3:22])[CH3:21])=[O:18])[CH:13]([CH3:24])[CH2:12]1. (4) Given the reactants [NH2:1][C:2]([C:4]1[CH:5]=[C:6]2[C:11](=[CH:12][CH:13]=1)[C:10](=[O:14])[N:9]([CH2:15][CH:16]([CH3:18])[CH3:17])[C:8]([CH2:19][NH:20][C:21](=[O:27])[O:22]C(C)(C)C)=[C:7]2[C:28]1[CH:33]=[CH:32][CH:31]=[CH:30][CH:29]=1)=[S:3].C(N(CC)CC)C.ClC(O[CH2:45][CH:46]1[C:58]2[CH:57]=[CH:56][CH:55]=[CH:54][C:53]=2[C:52]2[C:47]1=[CH:48][CH:49]=[CH:50][CH:51]=2)=O.O, predict the reaction product. The product is: [NH2:1][C:2]([C:4]1[CH:5]=[C:6]2[C:11](=[CH:12][CH:13]=1)[C:10](=[O:14])[N:9]([CH2:15][CH:16]([CH3:18])[CH3:17])[C:8]([CH2:19][NH:20][C:21](=[O:27])[O:22][CH2:45][CH:46]1[C:47]3[CH:48]=[CH:49][CH:50]=[CH:51][C:52]=3[C:53]3[C:58]1=[CH:57][CH:56]=[CH:55][CH:54]=3)=[C:7]2[C:28]1[CH:33]=[CH:32][CH:31]=[CH:30][CH:29]=1)=[S:3].